From a dataset of Full USPTO retrosynthesis dataset with 1.9M reactions from patents (1976-2016). Predict the reactants needed to synthesize the given product. (1) The reactants are: [Cl:1][C:2]1[C:6]([CH3:7])=[CH:5][S:4][C:3]=1[C:8]1[N:12]([CH2:13][CH:14]([CH3:16])[CH3:15])[C:11](=[O:17])[N:10]([CH2:18][C:19]([O:21]CC)=[O:20])[N:9]=1.[OH-].[K+].Cl. Given the product [Cl:1][C:2]1[C:6]([CH3:7])=[CH:5][S:4][C:3]=1[C:8]1[N:12]([CH2:13][CH:14]([CH3:16])[CH3:15])[C:11](=[O:17])[N:10]([CH2:18][C:19]([OH:21])=[O:20])[N:9]=1, predict the reactants needed to synthesize it. (2) Given the product [CH3:1][N:2]([CH3:10])/[CH:3]=[C:4](/[C:25](=[O:26])[C:20]1[C:19]([F:18])=[CH:24][CH:23]=[CH:22][N:21]=1)\[C:5]([O:7][CH2:8][CH3:9])=[O:6], predict the reactants needed to synthesize it. The reactants are: [CH3:1][N:2]([CH3:10])/[CH:3]=[CH:4]/[C:5]([O:7][CH2:8][CH3:9])=[O:6].C(N(CC)CC)C.[F:18][C:19]1[C:20]([C:25](Cl)=[O:26])=[N:21][CH:22]=[CH:23][CH:24]=1. (3) Given the product [C:50]([C:48]1[CH:49]=[C:45]([NH:44][C:43]([NH:29][C@@H:22]2[C:23]3[C:28](=[CH:27][CH:26]=[CH:25][CH:24]=3)[C@H:19]([O:18][C:15]3[CH:16]=[CH:17][C:12]4[N:13]([C:9]([N:3]5[C@H:2]([CH3:1])[CH2:7][CH2:6][CH2:5][C@@H:4]5[CH3:8])=[N:10][N:11]=4)[CH:14]=3)[CH2:20][CH2:21]2)=[O:42])[N:46]([C:54]2[CH:59]=[CH:58][CH:57]=[C:56]([O:60][CH2:61][CH2:62][O:63][CH:64]3[CH2:69][CH2:68][CH2:67][CH2:66][O:65]3)[CH:55]=2)[N:47]=1)([CH3:53])([CH3:51])[CH3:52], predict the reactants needed to synthesize it. The reactants are: [CH3:1][C@H:2]1[CH2:7][CH2:6][CH2:5][C@@H:4]([CH3:8])[N:3]1[C:9]1[N:13]2[CH:14]=[C:15]([O:18][C@H:19]3[C:28]4[C:23](=[CH:24][CH:25]=[CH:26][CH:27]=4)[C@@H:22]([NH2:29])[CH2:21][CH2:20]3)[CH:16]=[CH:17][C:12]2=[N:11][N:10]=1.CCN(C(C)C)C(C)C.ClC(Cl)(Cl)C[O:42][C:43](=O)[NH:44][C:45]1[N:46]([C:54]2[CH:59]=[CH:58][CH:57]=[C:56]([O:60][CH2:61][CH2:62][O:63][CH:64]3[CH2:69][CH2:68][CH2:67][CH2:66][O:65]3)[CH:55]=2)[N:47]=[C:48]([C:50]([CH3:53])([CH3:52])[CH3:51])[CH:49]=1. (4) Given the product [CH2:10]([S:17]([NH:1][C@@H:2]([C:7]([OH:9])=[O:8])[C@@H:3]([CH2:5][CH3:6])[CH3:4])(=[O:19])=[O:18])[C:11]1[CH:16]=[CH:15][CH:14]=[CH:13][CH:12]=1, predict the reactants needed to synthesize it. The reactants are: [NH2:1][C@@H:2]([C:7]([OH:9])=[O:8])[C@@H:3]([CH2:5][CH3:6])[CH3:4].[CH2:10]([S:17](Cl)(=[O:19])=[O:18])[C:11]1[CH:16]=[CH:15][CH:14]=[CH:13][CH:12]=1.Cl. (5) Given the product [F:20][C:21]1[CH:22]=[CH:23][C:24]([C:27]2[C:30]([CH3:31])=[N:19][C:15]3[N:16]([N:17]=[CH:18][C:14]=3[C:11]3[CH:10]=[CH:9][C:8]([N:5]4[CH2:6][CH2:7][N:2]([CH3:1])[CH2:3][CH2:4]4)=[CH:13][CH:12]=3)[C:28]=2[NH2:29])=[CH:25][CH:26]=1, predict the reactants needed to synthesize it. The reactants are: [CH3:1][N:2]1[CH2:7][CH2:6][N:5]([C:8]2[CH:13]=[CH:12][C:11]([C:14]3[CH:18]=[N:17][NH:16][C:15]=3[NH2:19])=[CH:10][CH:9]=2)[CH2:4][CH2:3]1.[F:20][C:21]1[CH:26]=[CH:25][C:24]([CH:27]([C:30](=O)[CH3:31])[C:28]#[N:29])=[CH:23][CH:22]=1. (6) Given the product [N:1]1([C:6]2[CH:7]=[CH:8][C:9]([CH2:10][C:11]3[C:12]([O:29][CH3:30])=[CH:13][C:14]([CH:33]=[CH2:34])=[C:15]([CH:20]=3)[C:16]([O:18][CH3:19])=[O:17])=[CH:31][CH:32]=2)[CH:5]=[CH:4][CH:3]=[N:2]1, predict the reactants needed to synthesize it. The reactants are: [N:1]1([C:6]2[CH:32]=[CH:31][C:9]([CH2:10][C:11]3[C:12]([O:29][CH3:30])=[CH:13][C:14](OS(C(F)(F)F)(=O)=O)=[C:15]([CH:20]=3)[C:16]([O:18][CH3:19])=[O:17])=[CH:8][CH:7]=2)[CH:5]=[CH:4][CH:3]=[N:2]1.[CH2:33](C([Sn])=C(CCCC)CCCC)[CH2:34]CC.[Cl-].[Li+].[F-].[K+]. (7) Given the product [F:29][C:2]([F:1])([F:28])[O:3][C:4]1[CH:9]=[CH:8][C:7]([C:10]2[CH:11]=[CH:12][C:13]3[O:17][N:16]=[C:15]([O:18][CH2:19][C:20]([OH:22])=[O:21])[C:14]=3[CH:27]=2)=[CH:6][CH:5]=1, predict the reactants needed to synthesize it. The reactants are: [F:1][C:2]([F:29])([F:28])[O:3][C:4]1[CH:9]=[CH:8][C:7]([C:10]2[CH:11]=[CH:12][C:13]3[O:17][N:16]=[C:15]([O:18][CH2:19][C:20]([O:22]C(C)(C)C)=[O:21])[C:14]=3[CH:27]=2)=[CH:6][CH:5]=1.FC(F)(F)C(O)=O. (8) Given the product [CH3:1][N:2]1[C:6]([C:7]2[CH:8]=[CH:9][CH:10]=[CH:11][CH:12]=2)=[CH:5][CH:4]=[C:3]1[C:13]1[CH:14]=[C:15]2[C:20](=[CH:21][CH:22]=1)[CH:19]=[C:18]([O:23][CH:27]([CH2:28][C:29]1[CH:34]=[CH:33][CH:32]=[CH:31][CH:30]=1)[C:26]([O:25][CH3:24])=[O:43])[CH:17]=[CH:16]2, predict the reactants needed to synthesize it. The reactants are: [CH3:1][N:2]1[C:6]([C:7]2[CH:12]=[CH:11][CH:10]=[CH:9][CH:8]=2)=[CH:5][CH:4]=[C:3]1[C:13]1[CH:14]=[C:15]2[C:20](=[CH:21][CH:22]=1)[CH:19]=[C:18]([OH:23])[CH:17]=[CH:16]2.[CH3:24][O:25][C:26](=[O:43])[CH:27](OS(C(F)(F)F)(=O)=O)[CH2:28][C:29]1[CH:34]=[CH:33][CH:32]=[CH:31][CH:30]=1.C(=O)([O-])[O-].[Cs+].[Cs+]. (9) Given the product [CH:18]1([NH:17][C:13]2[N:12]=[C:11]([C:10]3[C:9]([C:23]4[CH:28]=[CH:27][C:26]([F:29])=[CH:25][CH:24]=4)=[N:8][N:5]4[CH:6]=[CH:7][C:2]([NH:33][CH:30]([CH3:32])[CH3:31])=[CH:3][C:4]=34)[CH:16]=[CH:15][N:14]=2)[CH2:22][CH2:21][CH2:20][CH2:19]1, predict the reactants needed to synthesize it. The reactants are: Cl[C:2]1[CH:7]=[CH:6][N:5]2[N:8]=[C:9]([C:23]3[CH:28]=[CH:27][C:26]([F:29])=[CH:25][CH:24]=3)[C:10]([C:11]3[CH:16]=[CH:15][N:14]=[C:13]([NH:17][CH:18]4[CH2:22][CH2:21][CH2:20][CH2:19]4)[N:12]=3)=[C:4]2[CH:3]=1.[CH:30]([NH2:33])([CH3:32])[CH3:31].C1(P(C2C=CC=CC=2)C2C=CC3C(=CC=CC=3)C=2C2C3C(=CC=CC=3)C=CC=2P(C2C=CC=CC=2)C2C=CC=CC=2)C=CC=CC=1.C(=O)([O-])[O-].[Cs+].[Cs+].